Dataset: Forward reaction prediction with 1.9M reactions from USPTO patents (1976-2016). Task: Predict the product of the given reaction. The product is: [N:22]1([C:20]([N:14]2[CH2:15][CH2:16][N:17]([C:3]3[NH:12][C:11](=[O:13])[C:10]4[CH2:9][CH2:8][CH2:7][CH2:6][C:5]=4[N:4]=3)[CH2:18][CH2:19]2)=[O:21])[CH2:23][CH2:24][CH2:25][CH2:26][CH2:27]1. Given the reactants CS[C:3]1[NH:12][C:11](=[O:13])[C:10]2[CH2:9][CH2:8][CH2:7][CH2:6][C:5]=2[N:4]=1.[N:14]1([C:20]([N:22]2[CH2:27][CH2:26][CH2:25][CH2:24][CH2:23]2)=[O:21])[CH2:19][CH2:18][NH:17][CH2:16][CH2:15]1, predict the reaction product.